From a dataset of Full USPTO retrosynthesis dataset with 1.9M reactions from patents (1976-2016). Predict the reactants needed to synthesize the given product. (1) Given the product [CH3:21][O:20][C:17]1[CH:18]=[CH:19][C:14]([C:12]2[C:3]3[C:2](=[C:7]([C:8]([F:11])([F:10])[F:9])[CH:6]=[CH:5][CH:4]=3)[NH:25][N:24]=2)=[C:15]([CH3:22])[CH:16]=1, predict the reactants needed to synthesize it. The reactants are: F[C:2]1[C:7]([C:8]([F:11])([F:10])[F:9])=[CH:6][CH:5]=[CH:4][C:3]=1[C:12]([C:14]1[CH:19]=[CH:18][C:17]([O:20][CH3:21])=[CH:16][C:15]=1[CH3:22])=O.O.[NH2:24][NH2:25]. (2) Given the product [NH2:1][C:2]1[CH2:7][O:6][CH2:5][C:4]([C:9]2[CH:10]=[C:11]([NH:16][C:17](=[S:35])[C:18]3[CH:23]=[CH:22][C:21]([Cl:24])=[CH:20][CH:19]=3)[CH:12]=[CH:13][C:14]=2[F:15])([CH3:8])[N:3]=1, predict the reactants needed to synthesize it. The reactants are: [NH2:1][C:2]1[CH2:7][O:6][CH2:5][C:4]([C:9]2[CH:10]=[C:11]([NH:16][C:17](=O)[C:18]3[CH:23]=[CH:22][C:21]([Cl:24])=[CH:20][CH:19]=3)[CH:12]=[CH:13][C:14]=2[F:15])([CH3:8])[N:3]=1.COC1C=CC(P2(SP(C3C=CC(OC)=CC=3)(=S)S2)=[S:35])=CC=1. (3) Given the product [NH:29]1[C:1]([C:3]2[N:7]3[C:8]4[C:13]([N:14]=[C:15]([NH:16][CH2:17][CH2:18][CH2:19][OH:20])[C:6]3=[N:5][CH:4]=2)=[CH:12][C:11]([C:21]([F:22])([F:23])[F:24])=[CH:10][CH:9]=4)=[CH:2][N:31]=[N:30]1, predict the reactants needed to synthesize it. The reactants are: [C:1]([C:3]1[N:7]2[C:8]3[C:13]([N:14]=[C:15]([NH:16][CH2:17][CH2:18][CH2:19][OH:20])[C:6]2=[N:5][CH:4]=1)=[CH:12][C:11]([C:21]([F:24])([F:23])[F:22])=[CH:10][CH:9]=3)#[CH:2].C[Si]([N:29]=[N+:30]=[N-:31])(C)C. (4) Given the product [O:8]1[CH2:13][CH2:12][CH2:11][CH2:10][CH:9]1[N:14]1[C:22]2[C:17](=[CH:18][C:19]([NH:23][S:25]([CH:28]3[CH2:29][CH2:30][N:31]([C:34]([O:36][CH2:37][C:38]4[CH:43]=[CH:42][CH:41]=[CH:40][CH:39]=4)=[O:35])[CH2:32][CH2:33]3)(=[O:26])=[O:27])=[CH:20][CH:21]=2)[CH:16]=[N:15]1, predict the reactants needed to synthesize it. The reactants are: C(N(CC)CC)C.[O:8]1[CH2:13][CH2:12][CH2:11][CH2:10][CH:9]1[N:14]1[C:22]2[C:17](=[CH:18][C:19]([NH2:23])=[CH:20][CH:21]=2)[CH:16]=[N:15]1.Cl[S:25]([CH:28]1[CH2:33][CH2:32][N:31]([C:34]([O:36][CH2:37][C:38]2[CH:43]=[CH:42][CH:41]=[CH:40][CH:39]=2)=[O:35])[CH2:30][CH2:29]1)(=[O:27])=[O:26].O. (5) Given the product [Cl:3][C:4]1[CH:5]=[C:6]([N:10]2[C:25](=[O:26])[C:14]3[CH:15]=[N:16][C:17]4[C:18]([O:23][CH3:24])=[CH:19][CH:20]=[CH:21][C:22]=4[C:13]=3[N:12]([C@H:27]3[CH2:31][CH2:30][N:29]([S:34]([CH3:33])(=[O:36])=[O:35])[CH2:28]3)[C:11]2=[O:32])[CH:7]=[CH:8][CH:9]=1, predict the reactants needed to synthesize it. The reactants are: Cl.Cl.[Cl:3][C:4]1[CH:5]=[C:6]([N:10]2[C:25](=[O:26])[C:14]3[CH:15]=[N:16][C:17]4[C:18]([O:23][CH3:24])=[CH:19][CH:20]=[CH:21][C:22]=4[C:13]=3[N:12]([C@H:27]3[CH2:31][CH2:30][NH:29][CH2:28]3)[C:11]2=[O:32])[CH:7]=[CH:8][CH:9]=1.[CH3:33][S:34](Cl)(=[O:36])=[O:35].